This data is from Forward reaction prediction with 1.9M reactions from USPTO patents (1976-2016). The task is: Predict the product of the given reaction. (1) Given the reactants [BH4-].[Na+].[F:3][C:4]1[C:9]([F:10])=[C:8]([CH:11]2[CH2:16][CH2:15][CH:14]([CH2:17][CH2:18][CH2:19][CH2:20][CH3:21])[CH2:13][CH2:12]2)[CH:7]=[CH:6][C:5]=1[CH:22]1[CH2:27][CH2:26][CH:25]([CH:28]2[CH2:33][CH2:32][C:31](=[O:34])[CH2:30][CH2:29]2)[CH2:24][CH2:23]1.[H][H].[Cl-].[NH4+], predict the reaction product. The product is: [F:3][C:4]1[C:9]([F:10])=[C:8]([CH:11]2[CH2:16][CH2:15][CH:14]([CH2:17][CH2:18][CH2:19][CH2:20][CH3:21])[CH2:13][CH2:12]2)[CH:7]=[CH:6][C:5]=1[CH:22]1[CH2:27][CH2:26][CH:25]([CH:28]2[CH2:29][CH2:30][CH:31]([OH:34])[CH2:32][CH2:33]2)[CH2:24][CH2:23]1. (2) Given the reactants [C:1]([CH:4]1[CH2:9][CH2:8][CH2:7][N:6]([CH:10]2[CH2:15][CH2:14][N:13](C3N=C(NCC4C=CC(F)=CC=4F)C(C4C=CC(F)=CC=4F)=CN=3)[CH2:12][CH2:11]2)[CH2:5]1)(=[O:3])[NH2:2].ClC1N=C(NCC2C=CC(F)=CC=2F)C(C2C=CC(F)=CC=2F)=CN=1, predict the reaction product. The product is: [C:1]([CH:4]1[CH2:9][CH2:8][CH2:7][N:6]([CH:10]2[CH2:15][CH2:14][NH:13][CH2:12][CH2:11]2)[CH2:5]1)(=[O:3])[NH2:2]. (3) Given the reactants [Cl:1][C:2]1[CH:7]=[CH:6][C:5]([C:8]2[N:9](COCC[Si](C)(C)C)[C:10]([C:19]3[CH:24]=[CH:23][CH:22]=[CH:21][CH:20]=3)=[N:11][C:12]=2[C:13]2[CH:18]=[CH:17][N:16]=[CH:15][CH:14]=2)=[CH:4][C:3]=1[NH:33][S:34]([CH3:37])(=[O:36])=[O:35].C(O)(C(F)(F)F)=O, predict the reaction product. The product is: [Cl:1][C:2]1[CH:7]=[CH:6][C:5]([C:8]2[NH:9][C:10]([C:19]3[CH:24]=[CH:23][CH:22]=[CH:21][CH:20]=3)=[N:11][C:12]=2[C:13]2[CH:18]=[CH:17][N:16]=[CH:15][CH:14]=2)=[CH:4][C:3]=1[NH:33][S:34]([CH3:37])(=[O:36])=[O:35]. (4) Given the reactants Cl[C:2]1[N:7]=[C:6]([C:8]([O:10][CH3:11])=[O:9])[C:5]([CH3:12])=[N:4][C:3]=1[O:13][CH3:14].C(N(CC)CC)C.C(O)=O, predict the reaction product. The product is: [CH3:14][O:13][C:3]1[N:4]=[C:5]([CH3:12])[C:6]([C:8]([O:10][CH3:11])=[O:9])=[N:7][CH:2]=1. (5) Given the reactants [F:1][C:2]([F:11])([F:10])[C:3]1[CH:8]=[CH:7][C:6]([SH:9])=[CH:5][CH:4]=1.Br[C:13]1[C:20]([C:21]#[N:22])=[C:19]([O:23][CH:24]([CH3:26])[CH3:25])[C:18]([O:27][CH:28]([CH3:30])[CH3:29])=[CH:17][C:14]=1[C:15]#[N:16].C(=O)([O-])[O-].[Cs+].[Cs+].O, predict the reaction product. The product is: [CH:24]([O:23][C:19]1[C:18]([O:27][CH:28]([CH3:30])[CH3:29])=[CH:17][C:14]([C:15]#[N:16])=[C:13]([S:9][C:6]2[CH:5]=[CH:4][C:3]([C:2]([F:1])([F:10])[F:11])=[CH:8][CH:7]=2)[C:20]=1[C:21]#[N:22])([CH3:26])[CH3:25]. (6) Given the reactants [OH:1][NH:2][C:3]([C:5]1[C:9]([NH:10][CH2:11][CH2:12][NH:13][S:14]([CH3:17])(=[O:16])=[O:15])=[N:8][O:7][N:6]=1)=[NH:4].[F:18][C:19]([F:28])([F:27])[C:20]1[CH:21]=[C:22]([CH:24]=[CH:25][CH:26]=1)N, predict the reaction product. The product is: [OH:1][N:2]=[C:3]([C:5]1[C:9]([NH:10][CH2:11][CH2:12][NH:13][S:14]([CH3:17])(=[O:16])=[O:15])=[N:8][O:7][N:6]=1)[NH:4][C:25]1[CH:24]=[CH:22][CH:21]=[C:20]([C:19]([F:28])([F:27])[F:18])[CH:26]=1. (7) Given the reactants [CH2:1]([C:8]1[CH:13]=[CH:12][C:11]([C:14]2[CH:19]=[CH:18][C:17]([C:20]([OH:22])=O)=[CH:16][CH:15]=2)=[CH:10][CH:9]=1)[CH2:2][CH2:3][CH2:4][CH2:5][CH2:6][CH3:7].S(Cl)(Cl)=O.Cl.[NH2:28][OH:29], predict the reaction product. The product is: [OH:29][NH:28][C:20]([C:17]1[CH:18]=[CH:19][C:14]([C:11]2[CH:12]=[CH:13][C:8]([CH2:1][CH2:2][CH2:3][CH2:4][CH2:5][CH2:6][CH3:7])=[CH:9][CH:10]=2)=[CH:15][CH:16]=1)=[O:22]. (8) Given the reactants C(O[C:4]([C:6]1[CH:7]=[C:8]([C:9]2[CH:10]=[CH:11][C:6]([CH3:4])=[CH:7][CH:8]=2)[CH:9]=[CH:10][CH:11]=1)=O)C.Br[C:20]1[CH:30]=[CH:29][CH:28]=[CH:27][C:21]=1[C:22]([O:24][CH2:25][CH3:26])=[O:23].C1(C)C=CC=CC=1B(O)O.C(=O)([O-])[O-].[Na+].[Na+].C1(P(C2C=CC=CC=2)C2C=CC=CC=2)C=CC=CC=1, predict the reaction product. The product is: [CH2:25]([O:24][C:22]([C:21]1[C:20]([C:11]2[CH:10]=[CH:9][CH:8]=[CH:7][C:6]=2[CH3:4])=[CH:30][CH:29]=[CH:28][CH:27]=1)=[O:23])[CH3:26].